The task is: Predict the product of the given reaction.. This data is from Forward reaction prediction with 1.9M reactions from USPTO patents (1976-2016). Given the reactants C[O:2][C:3](=[O:15])[C:4]1[CH:9]=[CH:8][C:7]([C:10]([F:13])([F:12])[F:11])=[CH:6][C:5]=1I.[Br-].[CH3:17][CH:18]([Zn+])[CH3:19].[OH-].[Na+], predict the reaction product. The product is: [CH:18]([C:5]1[CH:6]=[C:7]([C:10]([F:13])([F:12])[F:11])[CH:8]=[CH:9][C:4]=1[C:3]([OH:2])=[O:15])([CH3:19])[CH3:17].